The task is: Predict which catalyst facilitates the given reaction.. This data is from Catalyst prediction with 721,799 reactions and 888 catalyst types from USPTO. (1) Reactant: Br[C:2]1[C:19]([NH:20][C:21](=[O:27])[CH2:22][C:23]([CH3:26])([CH3:25])[CH3:24])=[C:18]([CH3:28])[C:5]2[CH:6]([C:9]3[CH:14]=[CH:13][C:12]([CH:15]([CH3:17])[CH3:16])=[CH:11][CH:10]=3)[CH2:7][O:8][C:4]=2[C:3]=1[CH3:29].[C:30]1(B(O)O)[CH:35]=[CH:34][CH:33]=[CH:32][CH:31]=1. Product: [CH:15]([C:12]1[CH:11]=[CH:10][C:9]([CH:6]2[C:5]3[C:18]([CH3:28])=[C:19]([NH:20][C:21](=[O:27])[CH2:22][C:23]([CH3:25])([CH3:24])[CH3:26])[C:2]([C:30]4[CH:35]=[CH:34][CH:33]=[CH:32][CH:31]=4)=[C:3]([CH3:29])[C:4]=3[O:8][CH2:7]2)=[CH:14][CH:13]=1)([CH3:16])[CH3:17]. The catalyst class is: 195. (2) Reactant: CC1[N:3]([C:8]2[CH:12]=[C:11]([I:13])[N:10]([C:14]3[CH:19]=[CH:18][CH:17]=[C:16]([F:20])[CH:15]=3)[N:9]=2)C(C)=CC=1.[Cl-].O[NH3+].C(N(CC)CC)C. Product: [F:20][C:16]1[CH:15]=[C:14]([N:10]2[C:11]([I:13])=[CH:12][C:8]([NH2:3])=[N:9]2)[CH:19]=[CH:18][CH:17]=1. The catalyst class is: 195. (3) Reactant: [OH:1][CH2:2][C:3]1[N:4]=[C:5]2[C:10]([N:11]3[CH2:16][CH2:15][O:14][CH2:13][CH2:12]3)=[N:9][CH:8]=[C:7]([C:17]3[CH2:22][CH2:21][N:20]([C:23]([O:25][C:26]([CH3:29])([CH3:28])[CH3:27])=[O:24])[CH2:19][CH:18]=3)[N:6]2[CH:30]=1. Product: [OH:1][CH2:2][C:3]1[N:4]=[C:5]2[C:10]([N:11]3[CH2:12][CH2:13][O:14][CH2:15][CH2:16]3)=[N:9][CH:8]=[C:7]([CH:17]3[CH2:22][CH2:21][N:20]([C:23]([O:25][C:26]([CH3:28])([CH3:27])[CH3:29])=[O:24])[CH2:19][CH2:18]3)[N:6]2[CH:30]=1. The catalyst class is: 19. (4) Reactant: [F:1][C:2]1[CH:3]=[C:4]([CH:44]=[CH:45][CH:46]=1)[CH2:5][CH2:6][N:7]1[CH:11]=[C:10]([C:12]2[C:20]3[C:15](=[N:16][CH:17]=[C:18]([C:21]4[CH:22]=[CH:23][C:24]([O:32][CH3:33])=[C:25]([NH:27][S:28]([CH3:31])(=[O:30])=[O:29])[CH:26]=4)[CH:19]=3)[N:14](S(C3C=CC(C)=CC=3)(=O)=O)[CH:13]=2)[CH:9]=[N:8]1.[OH-].[Li+]. Product: [F:1][C:2]1[CH:3]=[C:4]([CH:44]=[CH:45][CH:46]=1)[CH2:5][CH2:6][N:7]1[CH:11]=[C:10]([C:12]2[C:20]3[C:15](=[N:16][CH:17]=[C:18]([C:21]4[CH:22]=[CH:23][C:24]([O:32][CH3:33])=[C:25]([NH:27][S:28]([CH3:31])(=[O:29])=[O:30])[CH:26]=4)[CH:19]=3)[NH:14][CH:13]=2)[CH:9]=[N:8]1. The catalyst class is: 87. (5) Reactant: [C:1]([NH:5][S:6]([C:9]1[CH:10]=[N:11][CH:12]=[C:13]([C:15]2[N:20]3[CH:21]=[CH:22][C:23]([C:24]4[CH:29]=[CH:28][CH:27]=[CH:26][CH:25]=4)=[C:19]3[C:18](Cl)=[N:17][N:16]=2)[CH:14]=1)(=[O:8])=[O:7])([CH3:4])([CH3:3])[CH3:2].[CH2:31]([NH2:38])[C:32]1[CH:37]=[CH:36][CH:35]=[CH:34][CH:33]=1. Product: [CH2:31]([NH:38][C:18]1[C:19]2[N:20]([CH:21]=[CH:22][C:23]=2[C:24]2[CH:29]=[CH:28][CH:27]=[CH:26][CH:25]=2)[C:15]([C:13]2[CH:14]=[C:9]([S:6]([NH:5][C:1]([CH3:4])([CH3:3])[CH3:2])(=[O:8])=[O:7])[CH:10]=[N:11][CH:12]=2)=[N:16][N:17]=1)[C:32]1[CH:37]=[CH:36][CH:35]=[CH:34][CH:33]=1. The catalyst class is: 12. (6) Reactant: FC(F)(F)S(O[Si](C)(C)C)(=O)=O.C[Si](C)([O:16][CH2:17][CH2:18][O:19][Si](C)(C)C)C.[C:25]1(=O)[CH2:29][CH:28]=[CH:27][CH2:26]1.C(N(CC)CC)C.C(=O)(O)[O-].[Na+]. Product: [O:16]1[C:28]2([CH2:27][CH:26]=[CH:25][CH2:29]2)[O:19][CH2:18][CH2:17]1. The catalyst class is: 2. (7) Reactant: C(OC(C[N:7]1[C:16](=[O:17])[CH:15]2[CH:10]([CH:11]3[C:18](=[C:19]([C:26]4[CH:31]=[CH:30][CH:29]=[CH:28][N:27]=4)[C:20]4[CH:25]=[CH:24][CH:23]=[CH:22][CH:21]=4)[CH:14]2[C:13]([C:32]([OH:45])([C:39]2[CH:44]=[CH:43][CH:42]=[CH:41][N:40]=2)[C:33]2[CH:38]=[CH:37][CH:36]=[CH:35][CH:34]=2)=[CH:12]3)[C:8]1=[O:9])=O)C.[C:46]([O:52][CH2:53]Cl)(=[O:51])[C:47]([CH3:50])([CH3:49])[CH3:48].C(=O)([O-])[O-].[K+].[K+]. Product: [OH:45][C:32]([C:13]1[CH:14]2[C:18](=[C:19]([C:26]3[CH:31]=[CH:30][CH:29]=[CH:28][N:27]=3)[C:20]3[CH:21]=[CH:22][CH:23]=[CH:24][CH:25]=3)[CH:11]([CH:12]=1)[CH:10]1[C:8]([N:7]([CH2:53][O:52][C:46](=[O:51])[C:47]([CH3:50])([CH3:49])[CH3:48])[C:16](=[O:17])[CH:15]21)=[O:9])([C:39]1[CH:44]=[CH:43][CH:42]=[CH:41][N:40]=1)[C:33]1[CH:38]=[CH:37][CH:36]=[CH:35][CH:34]=1. The catalyst class is: 9.